From a dataset of Full USPTO retrosynthesis dataset with 1.9M reactions from patents (1976-2016). Predict the reactants needed to synthesize the given product. (1) Given the product [NH:19]([C:2]1[C:3]([CH3:18])=[C:4]([C:9]([OH:16])=[C:10]([C:12]([CH3:15])([CH3:14])[CH3:13])[CH:11]=1)[C:5]([OH:7])=[O:6])[C:20]1[CH:25]=[CH:24][CH:23]=[CH:22][CH:21]=1, predict the reactants needed to synthesize it. The reactants are: Br[C:2]1[C:3]([CH3:18])=[C:4]([C:9]([O:16]C)=[C:10]([C:12]([CH3:15])([CH3:14])[CH3:13])[CH:11]=1)[C:5]([O:7]C)=[O:6].[NH2:19][C:20]1[CH:25]=[CH:24][CH:23]=[CH:22][CH:21]=1. (2) The reactants are: [CH2:1]([N:8]1[CH2:13][CH2:12][C:11]([N:19](C(OC(C)(C)C)=O)[NH:20]C(OC(C)(C)C)=O)([C:14]([O:16][CH2:17][CH3:18])=[O:15])[CH2:10][CH2:9]1)[C:2]1[CH:7]=[CH:6][CH:5]=[CH:4][CH:3]=1.[ClH:35]. Given the product [ClH:35].[CH2:1]([N:8]1[CH2:9][CH2:10][C:11]([NH:19][NH2:20])([C:14]([O:16][CH2:17][CH3:18])=[O:15])[CH2:12][CH2:13]1)[C:2]1[CH:7]=[CH:6][CH:5]=[CH:4][CH:3]=1, predict the reactants needed to synthesize it. (3) Given the product [CH:20]1[C:28]2[C:27]3[CH:29]=[CH:30][CH:31]=[CH:32][C:26]=3[O:25][C:24]=2[CH:23]=[CH:22][C:21]=1[CH2:33][N:1]1[CH:2]([C:11]2[C:16]([O:17][CH3:18])=[CH:15][CH:14]=[CH:13][C:12]=2[F:19])[CH2:3][CH:4]([CH3:10])[C:5]1=[O:7], predict the reactants needed to synthesize it. The reactants are: [NH2:1][CH:2]([C:11]1[C:16]([O:17][CH3:18])=[CH:15][CH:14]=[CH:13][C:12]=1[F:19])[CH2:3][CH:4]([CH3:10])[C:5]([O:7]CC)=O.[CH:20]1[C:28]2[C:27]3[CH:29]=[CH:30][CH:31]=[CH:32][C:26]=3[O:25][C:24]=2[CH:23]=[CH:22][C:21]=1[CH:33]=O. (4) The reactants are: [Cl:1][C:2]1[N:7]=[C:6]([Cl:8])[C:5]([N+:9]([O-:11])=[O:10])=[C:4](Cl)[N:3]=1.[NH:13]1[CH2:18][CH2:17][O:16][CH2:15][CH2:14]1.CCN(CC)CC. Given the product [Cl:1][C:2]1[N:3]=[C:4]([N:13]2[CH2:18][CH2:17][O:16][CH2:15][CH2:14]2)[C:5]([N+:9]([O-:11])=[O:10])=[C:6]([Cl:8])[N:7]=1, predict the reactants needed to synthesize it. (5) Given the product [Br:7][C:8]1[CH:16]=[C:15]2[C:11]([C:12]([NH:17][C:1](=[O:5])[CH2:2][CH2:3][CH3:4])=[N:13][NH:14]2)=[CH:10][CH:9]=1, predict the reactants needed to synthesize it. The reactants are: [C:1](Cl)(=[O:5])[CH2:2][CH2:3][CH3:4].[Br:7][C:8]1[CH:16]=[C:15]2[C:11]([C:12]([NH2:17])=[N:13][NH:14]2)=[CH:10][CH:9]=1. (6) The reactants are: [CH3:1][C:2]1[CH:11]=[C:10]([CH3:12])[CH:9]=[C:8]2[C:3]=1[CH2:4][CH2:5][CH2:6][CH:7]2[CH2:13][NH:14][CH:15]1[CH2:17][CH2:16]1.[F:18][CH:19]([F:30])[C:20]1[C:24]([C:25](Cl)=[O:26])=[C:23]([F:28])[N:22]([CH3:29])[N:21]=1. Given the product [CH:15]1([N:14]([CH2:13][CH:7]2[C:8]3[C:3](=[C:2]([CH3:1])[CH:11]=[C:10]([CH3:12])[CH:9]=3)[CH2:4][CH2:5][CH2:6]2)[C:25]([C:24]2[C:20]([CH:19]([F:30])[F:18])=[N:21][N:22]([CH3:29])[C:23]=2[F:28])=[O:26])[CH2:17][CH2:16]1, predict the reactants needed to synthesize it. (7) Given the product [CH3:26][N:23]1[CH2:24][CH2:25][N:20]([C:14]2[CH:15]=[CH:16][CH:17]=[C:18]3[C:13]=2[N:12]=[CH:11][C:10]([S:7]([C:1]2[CH:2]=[CH:3][CH:4]=[CH:5][CH:6]=2)(=[O:9])=[O:8])=[CH:19]3)[CH2:21][CH2:22]1, predict the reactants needed to synthesize it. The reactants are: [C:1]1([S:7]([C:10]2[CH:11]=[N:12][C:13]3[C:18]([CH:19]=2)=[CH:17][CH:16]=[CH:15][C:14]=3[N:20]2[CH2:25][CH2:24][NH:23][CH2:22][CH2:21]2)(=[O:9])=[O:8])[CH:6]=[CH:5][CH:4]=[CH:3][CH:2]=1.[C:26](O)(=O)C.C=O.C([BH3-])#N. (8) Given the product [Br:1][C:2]1[C:3]([O:13][CH3:14])=[C:4]([CH2:8][C:9]([O:11][CH3:12])=[O:10])[CH:5]=[CH:6][CH:7]=1, predict the reactants needed to synthesize it. The reactants are: [Br:1][C:2]1[C:3]([OH:13])=[C:4]([CH2:8][C:9]([O:11][CH3:12])=[O:10])[CH:5]=[CH:6][CH:7]=1.[C:14]([O-])([O-])=O.[K+].[K+].CI. (9) Given the product [Cl:1][C:2]1[CH:3]=[CH:4][C:5]2[N:6]([CH:8]=[C:9]([NH:11][C:19](=[O:21])[CH3:20])[N:10]=2)[N:7]=1, predict the reactants needed to synthesize it. The reactants are: [Cl:1][C:2]1[CH:3]=[CH:4][C:5]2[N:6]([CH:8]=[C:9]([NH2:11])[N:10]=2)[N:7]=1.C(N(CC)CC)C.[C:19](OC(=O)C)(=[O:21])[CH3:20]. (10) Given the product [CH2:29]([O:28][C:26]([NH:8][C:7]1[CH:1]=[CH:2][N:3]([C@H:9]2[C:10]([F:17])([F:18])[C@H:11]([OH:16])[C@@H:12]([CH2:14][OH:15])[O:13]2)[C:4](=[O:5])[N:6]=1)=[O:27])[CH:30]=[CH2:31], predict the reactants needed to synthesize it. The reactants are: [CH:1]1[C:7]([NH2:8])=[N:6][C:4](=[O:5])[N:3]([C@@H:9]2[O:13][C@H:12]([CH2:14][OH:15])[C@@H:11]([OH:16])[C:10]2([F:18])[F:17])[CH:2]=1.Cl.Cl[Si](C)(C)C.Cl[C:26]([O:28][CH2:29][CH:30]=[CH2:31])=[O:27].CCO.